From a dataset of Forward reaction prediction with 1.9M reactions from USPTO patents (1976-2016). Predict the product of the given reaction. Given the reactants [CH3:1][O:2][CH2:3][C@@H:4]([NH:11][C:12]([NH:14][C:15]1[N:20]=[CH:19][C:18]2[C:21]([C:43]3[CH:44]=[N:45][N:46]([CH3:48])[CH:47]=3)=[N:22][N:23](C(C3C=CC=CC=3)(C3C=CC=CC=3)C3C=CC=CC=3)[C:17]=2[CH:16]=1)=[O:13])[C:5]1[CH:10]=[CH:9][CH:8]=[CH:7][CH:6]=1.FC(F)(F)C(O)=O.C([SiH](CC)CC)C, predict the reaction product. The product is: [CH3:1][O:2][CH2:3][C@H:4]([NH:11][C:12]([NH:14][C:15]1[N:20]=[CH:19][C:18]2[C:21]([C:43]3[CH:44]=[N:45][N:46]([CH3:48])[CH:47]=3)=[N:22][NH:23][C:17]=2[CH:16]=1)=[O:13])[C:5]1[CH:6]=[CH:7][CH:8]=[CH:9][CH:10]=1.